The task is: Predict the product of the given reaction.. This data is from Forward reaction prediction with 1.9M reactions from USPTO patents (1976-2016). Given the reactants [C:1]([O:4][CH2:5][C:6]([CH3:36])([CH3:35])[CH2:7][N:8]1[C:14]2[CH:15]=[CH:16][C:17]([Cl:19])=[CH:18][C:13]=2[C@@H:12]([C:20]2[CH:25]=[CH:24][CH:23]=[C:22]([O:26][CH3:27])[C:21]=2[O:28][CH3:29])[O:11][C@H:10]([CH2:30][C:31]([OH:33])=O)[C:9]1=[O:34])(=[O:3])[CH3:2].Cl.[CH3:38][O:39][C:40](=[O:49])[CH2:41][C:42]1[CH:47]=[CH:46][CH:45]=[C:44]([NH2:48])[CH:43]=1, predict the reaction product. The product is: [CH3:38][O:39][C:40](=[O:49])[CH2:41][C:42]1[CH:47]=[CH:46][CH:45]=[C:44]([NH:48][C:31](=[O:33])[CH2:30][C@H:10]2[O:11][C@H:12]([C:20]3[CH:25]=[CH:24][CH:23]=[C:22]([O:26][CH3:27])[C:21]=3[O:28][CH3:29])[C:13]3[CH:18]=[C:17]([Cl:19])[CH:16]=[CH:15][C:14]=3[N:8]([CH2:7][C:6]([CH3:35])([CH3:36])[CH2:5][O:4][C:1](=[O:3])[CH3:2])[C:9]2=[O:34])[CH:43]=1.